This data is from Full USPTO retrosynthesis dataset with 1.9M reactions from patents (1976-2016). The task is: Predict the reactants needed to synthesize the given product. (1) The reactants are: [Cl:1][C:2]1[CH:7]=[CH:6][C:5]([C:8]([O:17][CH2:18][O:19][CH3:20])([C:13]([F:16])([F:15])[F:14])[C:9]([F:12])([F:11])[F:10])=[CH:4][N:3]=1.[CH2:21]([Li])[CH2:22][CH2:23]C.C(I)C=C.[Cl-].[NH4+]. Given the product [CH2:23]([C:7]1[C:2]([Cl:1])=[N:3][CH:4]=[C:5]([C:8]([O:17][CH2:18][O:19][CH3:20])([C:9]([F:12])([F:11])[F:10])[C:13]([F:14])([F:15])[F:16])[CH:6]=1)[CH:22]=[CH2:21], predict the reactants needed to synthesize it. (2) The reactants are: [CH3:1][CH:2]1[CH2:10][C:9]2[C:4](=[CH:5][C:6]([CH3:12])=[CH:7][C:8]=2[Br:11])[C:3]1=[O:13].[BH4-].[Na+].Cl.[CH3:17]S(C)=O.[OH-].[K+].CI. Given the product [CH3:17][O:13][CH:3]1[C:4]2[C:9](=[C:8]([Br:11])[CH:7]=[C:6]([CH3:12])[CH:5]=2)[CH2:10][CH:2]1[CH3:1], predict the reactants needed to synthesize it. (3) Given the product [CH:1]1([C:4]2[CH:5]=[CH:6][C:7]([C:18]([NH:23][C:22]([C:24]3[N:28]=[C:27]([CH3:29])[O:26][N:25]=3)([CH3:30])[CH3:21])=[O:20])=[N:8][C:9]=2[O:10][CH2:11][C:12]2[CH:17]=[CH:16][CH:15]=[CH:14][N:13]=2)[CH2:2][CH2:3]1, predict the reactants needed to synthesize it. The reactants are: [CH:1]1([C:4]2[CH:5]=[CH:6][C:7]([C:18]([OH:20])=O)=[N:8][C:9]=2[O:10][CH2:11][C:12]2[CH:17]=[CH:16][CH:15]=[CH:14][N:13]=2)[CH2:3][CH2:2]1.[CH3:21][C:22]([CH3:30])([C:24]1[N:28]=[C:27]([CH3:29])[O:26][N:25]=1)[NH2:23]. (4) The reactants are: [OH:1][C:2]1[CH:11]=[C:10]2[C:5]([C:6]([NH:12][C:13]3[CH:14]=[C:15]4[C:19](=[CH:20][CH:21]=3)[NH:18][CH:17]=[CH:16]4)=[N:7][CH:8]=[N:9]2)=[CH:4][C:3]=1[O:22][CH3:23].[O:24]=[S:25]1(=[O:35])[CH2:30][CH2:29][N:28]([CH2:31][CH2:32][CH2:33]O)[CH2:27][CH2:26]1. Given the product [O:35]=[S:25]1(=[O:24])[CH2:30][CH2:29][N:28]([CH2:31][CH2:32][CH2:33][O:1][C:2]2[CH:11]=[C:10]3[C:5]([C:6]([NH:12][C:13]4[CH:14]=[C:15]5[C:19](=[CH:20][CH:21]=4)[NH:18][CH:17]=[CH:16]5)=[N:7][CH:8]=[N:9]3)=[CH:4][C:3]=2[O:22][CH3:23])[CH2:27][CH2:26]1, predict the reactants needed to synthesize it.